From a dataset of TCR-epitope binding with 47,182 pairs between 192 epitopes and 23,139 TCRs. Binary Classification. Given a T-cell receptor sequence (or CDR3 region) and an epitope sequence, predict whether binding occurs between them. (1) The epitope is RIFTIGTVTLK. The TCR CDR3 sequence is CATSDFKGLAGEQFF. Result: 0 (the TCR does not bind to the epitope). (2) The epitope is RLRAEAQVK. The TCR CDR3 sequence is CASSFITDTQYF. Result: 0 (the TCR does not bind to the epitope). (3) The epitope is ILGLPTQTV. The TCR CDR3 sequence is CASSPGLADYNEQFF. Result: 0 (the TCR does not bind to the epitope). (4) The epitope is RLRPGGKKK. The TCR CDR3 sequence is CATSFDSEAFF. Result: 0 (the TCR does not bind to the epitope). (5) The epitope is FLPRVFSAV. The TCR CDR3 sequence is CASSQGLGNTEAFF. Result: 1 (the TCR binds to the epitope). (6) The epitope is VTEHDTLLY. The TCR CDR3 sequence is CASSPQGINTEAFF. Result: 1 (the TCR binds to the epitope).